Dataset: Full USPTO retrosynthesis dataset with 1.9M reactions from patents (1976-2016). Task: Predict the reactants needed to synthesize the given product. (1) Given the product [CH3:38][O:37][P:36]([CH2:2][CH2:3][CH2:4][Si:5]([CH2:6][CH2:7][C:8]1[C:20]2[CH2:19][N:18]3[C:13](=[CH:14][C:15]4[C@:25]([CH2:27][CH3:28])([OH:26])[C:24](=[O:29])[O:23][CH2:22][C:16]=4[C:17]3=[O:21])[C:12]=2[N:11]=[C:10]2[CH:30]=[CH:31][CH:32]=[CH:33][C:9]=12)([CH3:35])[CH3:34])(=[O:41])[O:39][CH3:40], predict the reactants needed to synthesize it. The reactants are: I[CH2:2][CH2:3][CH2:4][Si:5]([CH3:35])([CH3:34])[CH2:6][CH2:7][C:8]1[C:20]2[CH2:19][N:18]3[C:13](=[CH:14][C:15]4[C@:25]([CH2:27][CH3:28])([OH:26])[C:24](=[O:29])[O:23][CH2:22][C:16]=4[C:17]3=[O:21])[C:12]=2[N:11]=[C:10]2[CH:30]=[CH:31][CH:32]=[CH:33][C:9]=12.[P:36]([O:41]C)([O:39][CH3:40])[O:37][CH3:38]. (2) Given the product [CH:13]1([C:19]2[N:6]=[C:4]([N:22]3[CH2:26][CH2:25][CH2:24][CH2:23]3)[C:3]3[C:2](=[CH:10][CH:9]=[C:8]([O:11][CH3:12])[CH:7]=3)[N:1]=2)[CH2:18][CH2:17][CH2:16][CH2:15][CH2:14]1, predict the reactants needed to synthesize it. The reactants are: [NH2:1][C:2]1[CH:10]=[CH:9][C:8]([O:11][CH3:12])=[CH:7][C:3]=1[C:4]([NH2:6])=O.[CH:13]1([C:19](Cl)=O)[CH2:18][CH2:17][CH2:16][CH2:15][CH2:14]1.[NH:22]1[CH2:26][CH2:25][CH2:24][CH2:23]1. (3) Given the product [CH3:13][C:14]1[N:48]=[C:17]2[N:18]([CH2:41][CH:42]([OH:47])[C:43]([F:45])([F:44])[F:46])[C:19](=[O:40])[C:20]([CH2:25][C:26]3[CH:27]=[CH:28][C:29]([C:32]4[CH:37]=[CH:36][CH:35]=[CH:34][C:33]=4[C:38]4[NH:3][C:4](=[O:7])[O:5][N:39]=4)=[CH:30][CH:31]=3)=[C:21]([CH2:22][CH2:23][CH3:24])[N:16]2[N:15]=1, predict the reactants needed to synthesize it. The reactants are: [Cl-].O[NH3+:3].[C:4](=[O:7])([O-])[OH:5].[Na+].CS(C)=O.[CH3:13][C:14]1[N:48]=[C:17]2[N:18]([CH2:41][CH:42]([OH:47])[C:43]([F:46])([F:45])[F:44])[C:19](=[O:40])[C:20]([CH2:25][C:26]3[CH:31]=[CH:30][C:29]([C:32]4[C:33]([C:38]#[N:39])=[CH:34][CH:35]=[CH:36][CH:37]=4)=[CH:28][CH:27]=3)=[C:21]([CH2:22][CH2:23][CH3:24])[N:16]2[N:15]=1.